Predict which catalyst facilitates the given reaction. From a dataset of Catalyst prediction with 721,799 reactions and 888 catalyst types from USPTO. (1) Reactant: Br[CH2:2][CH2:3][CH2:4][CH2:5][O:6][C:7]1[C:20]2[NH:19][C:18]3[C:13](=[CH:14][CH:15]=[CH:16][CH:17]=3)[C:12](=[O:21])[C:11]=2[CH:10]=[CH:9][CH:8]=1.[NH:22]([CH2:26][CH2:27][OH:28])[CH2:23][CH2:24][OH:25]. Product: [OH:25][CH2:24][CH2:23][N:22]([CH2:26][CH2:27][OH:28])[CH2:2][CH2:3][CH2:4][CH2:5][O:6][C:7]1[C:20]2[NH:19][C:18]3[C:13](=[CH:14][CH:15]=[CH:16][CH:17]=3)[C:12](=[O:21])[C:11]=2[CH:10]=[CH:9][CH:8]=1. The catalyst class is: 270. (2) Reactant: [F:1][C:2]1[CH:7]=[CH:6][CH:5]=[CH:4][C:3]=1[CH2:8][O:9][C:10]1[CH:15]=[CH:14][C:13]([C@H:16]2[CH2:20][CH2:19][C@:18]3([CH2:24][CH2:23][NH:22][C:21]3=[O:25])[N:17]2[C:26]([O:28][C:29]([CH3:32])([CH3:31])[CH3:30])=[O:27])=[CH:12][CH:11]=1.[H-].[Na+].I[CH3:36].O. Product: [F:1][C:2]1[CH:7]=[CH:6][CH:5]=[CH:4][C:3]=1[CH2:8][O:9][C:10]1[CH:15]=[CH:14][C:13]([C@H:16]2[CH2:20][CH2:19][C@:18]3([CH2:24][CH2:23][N:22]([CH3:36])[C:21]3=[O:25])[N:17]2[C:26]([O:28][C:29]([CH3:32])([CH3:31])[CH3:30])=[O:27])=[CH:12][CH:11]=1. The catalyst class is: 39. (3) Reactant: Cl[C:2]1[S:3][C:4]([C:7]([N:9]([C:19]2[C:24]([CH3:25])=[CH:23][CH:22]=[CH:21][C:20]=2[Cl:26])[CH2:10][C:11]2[CH:16]=[CH:15][C:14]([O:17][CH3:18])=[CH:13][CH:12]=2)=[O:8])=[CH:5][N:6]=1.[NH2:27][C:28]1[CH:33]=[C:32]([Cl:34])[N:31]=[C:30]([CH3:35])[N:29]=1.[H-].[Na+]. Product: [Cl:26][C:20]1[CH:21]=[CH:22][CH:23]=[C:24]([CH3:25])[C:19]=1[N:9]([CH2:10][C:11]1[CH:12]=[CH:13][C:14]([O:17][CH3:18])=[CH:15][CH:16]=1)[C:7]([C:4]1[S:3][C:2]([NH:27][C:28]2[CH:33]=[C:32]([Cl:34])[N:31]=[C:30]([CH3:35])[N:29]=2)=[N:6][CH:5]=1)=[O:8]. The catalyst class is: 7. (4) Reactant: Br[CH2:2][C:3]1[CH:4]=[C:5]([CH:10]=[CH:11][CH:12]=1)[C:6]([O:8][CH3:9])=[O:7].[CH3:13][O-:14].[Na+].[Na]. Product: [CH3:13][O:14][CH2:2][C:3]1[CH:4]=[C:5]([CH:10]=[CH:11][CH:12]=1)[C:6]([O:8][CH3:9])=[O:7]. The catalyst class is: 5. (5) Reactant: [CH2:1]([C@H:8]1[N:13]([C:14]([C:16]2[N:17]=[CH:18][N:19]([CH:27]3[CH2:32][CH2:31][CH2:30][N:29]([S:33]([C:36]4[CH:37]=[N:38][C:39]([O:42][CH3:43])=[CH:40][CH:41]=4)(=[O:35])=[O:34])[CH2:28]3)[C:20]=2[C:21]2[CH:26]=[CH:25][CH:24]=[CH:23][CH:22]=2)=[O:15])[CH2:12][CH2:11][N:10](C(OC(C)(C)C)=O)[CH2:9]1)[C:2]1[CH:7]=[CH:6][CH:5]=[CH:4][CH:3]=1.C(O)(C(F)(F)F)=O.C(=O)(O)[O-].[Na+]. The catalyst class is: 22. Product: [CH2:1]([C@@H:8]1[CH2:9][NH:10][CH2:11][CH2:12][N:13]1[C:14]([C:16]1[N:17]=[CH:18][N:19]([CH:27]2[CH2:32][CH2:31][CH2:30][N:29]([S:33]([C:36]3[CH:37]=[N:38][C:39]([O:42][CH3:43])=[CH:40][CH:41]=3)(=[O:34])=[O:35])[CH2:28]2)[C:20]=1[C:21]1[CH:22]=[CH:23][CH:24]=[CH:25][CH:26]=1)=[O:15])[C:2]1[CH:3]=[CH:4][CH:5]=[CH:6][CH:7]=1. (6) Reactant: [NH2:1][C:2]1[CH:3]=[C:4]([CH:24]=[CH:25][CH:26]=1)[CH2:5][S:6][C:7]1[NH:8][C:9](=[O:23])[C:10]([C:21]#[N:22])=[C:11]([C:13]2[CH:18]=[CH:17][CH:16]=[C:15]([O:19][CH3:20])[CH:14]=2)[N:12]=1.CN(C1C=CC=CN=1)C.[F:36][C:37]1[CH:38]=[C:39]([N:44]=[C:45]=[O:46])[CH:40]=[C:41]([F:43])[CH:42]=1. Product: [C:21]([C:10]1[C:9](=[O:23])[NH:8][C:7]([S:6][CH2:5][C:4]2[CH:3]=[C:2]([NH:1][C:45]([NH:44][C:39]3[CH:40]=[C:41]([F:43])[CH:42]=[C:37]([F:36])[CH:38]=3)=[O:46])[CH:26]=[CH:25][CH:24]=2)=[N:12][C:11]=1[C:13]1[CH:18]=[CH:17][CH:16]=[C:15]([O:19][CH3:20])[CH:14]=1)#[N:22]. The catalyst class is: 1.